This data is from Forward reaction prediction with 1.9M reactions from USPTO patents (1976-2016). The task is: Predict the product of the given reaction. (1) Given the reactants F[P-](F)(F)(F)(F)F.N1(O[P+](N(C)C)(N(C)C)N(C)C)C2C=CC=CC=2N=N1.[CH2:28]([O:30][CH:31]([C:45]([O:47]CC)=O)[NH:32][C:33](=[O:44])[C:34]1[C:35](=[C:39]([F:43])[CH:40]=[CH:41][CH:42]=1)[C:36]([OH:38])=O)[CH3:29].C(OC(C(OCC)=O)NC(=O)C1C(=CC=CC=1F)C(O)=O)C.[NH2:72][CH2:73][C:74]1[CH:81]=[CH:80][C:77]([C:78]#[N:79])=[CH:76][C:75]=1[N+:82]([O-:84])=[O:83], predict the reaction product. The product is: [C:78]([C:77]1[CH:80]=[CH:81][C:74]([CH2:73][NH:72][C:45](=[O:47])[CH:31]([O:30][CH2:28][CH3:29])[N:32]2[C:36](=[O:38])[C:35]3[C:34](=[CH:42][CH:41]=[CH:40][C:39]=3[F:43])[C:33]2=[O:44])=[C:75]([N+:82]([O-:84])=[O:83])[CH:76]=1)#[N:79]. (2) Given the reactants [Br:1][C:2]1[CH:7]=[CH:6][C:5]([N+:8]([O-])=O)=[C:4]([CH2:11][CH:12]([O:15][CH3:16])[O:13][CH3:14])[CH:3]=1.S(S([O-])=O)([O-])=O.[Na+].[Na+].C(=O)(O)[O-].[Na+], predict the reaction product. The product is: [Br:1][C:2]1[CH:7]=[CH:6][C:5]([NH2:8])=[C:4]([CH2:11][CH:12]([O:15][CH3:16])[O:13][CH3:14])[CH:3]=1. (3) Given the reactants [O:1]=[C:2]1[N:6]([C:7]2[CH:8]=[CH:9][C:10]3[C:16](=[O:17])[CH2:15][CH2:14][CH2:13][CH2:12][C:11]=3[CH:18]=2)[CH2:5][C@H:4]([CH2:19][NH:20][C:21](=[O:23])[CH3:22])[O:3]1.[Li+].C[Si]([N-][Si](C)(C)C)(C)C.[C:34]1([C:40]2[O:44][C:43]([C:45](Cl)=[O:46])=[N:42][N:41]=2)[CH:39]=[CH:38][CH:37]=[CH:36][CH:35]=1, predict the reaction product. The product is: [O:1]=[C:2]1[N:6]([C:7]2[CH:8]=[CH:9][C:10]3[C:16](=[O:17])[CH:15]([C:45]([C:43]4[O:44][C:40]([C:34]5[CH:35]=[CH:36][CH:37]=[CH:38][CH:39]=5)=[N:41][N:42]=4)=[O:46])[CH2:14][CH2:13][CH2:12][C:11]=3[CH:18]=2)[CH2:5][C@H:4]([CH2:19][NH:20][C:21](=[O:23])[CH3:22])[O:3]1. (4) Given the reactants [CH2:1]([C:8]1[CH:13]=[CH:12][CH:11]=[CH:10][N:9]=1)[CH2:2][CH2:3][CH2:4][CH2:5][CH2:6][CH3:7].Br[CH2:15][CH2:16]CCCCCC, predict the reaction product. The product is: [CH2:1]([C:8]1[CH:13]=[CH:12][CH:11]=[CH:10][N:9]=1)[CH2:2][CH2:3][CH2:4][CH2:5][CH2:6][CH2:7][CH2:15][CH3:16]. (5) Given the reactants [N+:1]([C:4]1[CH:5]=[CH:6][C:7]2[O:11][CH2:10][C:9](=[O:12])[C:8]=2[CH:13]=1)([O-])=O, predict the reaction product. The product is: [NH2:1][C:4]1[CH:5]=[CH:6][C:7]2[O:11][CH2:10][C:9](=[O:12])[C:8]=2[CH:13]=1. (6) Given the reactants [CH3:1][C:2]1[CH:3]=[CH:4][C:5]([S:9][C:10]2[CH:11]=[CH:12][CH:13]=[CH:14][C:15]=2[N:16]2[CH2:21][CH2:20][NH:19][CH2:18][CH2:17]2)=[C:6]([CH3:8])[CH:7]=1.[C:22]1([S:28]([OH:31])(=[O:30])=[O:29])[CH:27]=[CH:26][CH:25]=[CH:24][CH:23]=1, predict the reaction product. The product is: [CH3:1][C:2]1[CH:3]=[CH:4][C:5]([S:9][C:10]2[CH:11]=[CH:12][CH:13]=[CH:14][C:15]=2[N:16]2[CH2:17][CH2:18][NH:19][CH2:20][CH2:21]2)=[C:6]([CH3:8])[CH:7]=1.[S:28]([C:22]1[CH:27]=[CH:26][CH:25]=[CH:24][CH:23]=1)([O-:31])(=[O:30])=[O:29]. (7) Given the reactants [N:1]1([CH2:6][C:7]2[CH:14]=[CH:13][C:10]([C:11]#[N:12])=[CH:9][CH:8]=2)[CH:5]=[CH:4][CH:3]=[N:2]1.CCO.[NH2:18][OH:19], predict the reaction product. The product is: [OH:19][N:18]=[C:11]([C:10]1[CH:9]=[CH:8][C:7]([CH2:6][N:1]2[CH:5]=[CH:4][CH:3]=[N:2]2)=[CH:14][CH:13]=1)[NH2:12]. (8) The product is: [CH3:47][O:46][C:45]1[CH:40]=[CH:41][C:42]([C:2]2[CH:3]=[CH:4][C:5]3[C:14]4[C:9](=[N:10][CH:11]=[CH:12][CH:13]=4)[NH:8][C:7](=[O:15])[C:6]=3[CH:16]=2)=[CH:43][CH:44]=1. Given the reactants Cl[C:2]1[CH:3]=[CH:4][C:5]2[C:14]3[C:9](=[N:10][CH:11]=[CH:12][CH:13]=3)[NH:8][C:7](=[O:15])[C:6]=2[CH:16]=1.FC1C=CC(B(O)O)=CC=1.C1(P(C2CCCCC2)C2C=CC=CC=2[C:40]2[C:45]([O:46][CH3:47])=[CH:44][CH:43]=[CH:42][C:41]=2OC)CCCCC1.C(=O)([O-])[O-].[K+].[K+], predict the reaction product. (9) Given the reactants [C:1]([C:3]1[C:4]([CH2:27][C:28]([OH:30])=O)=[N:5][C:6]([N:9]([CH2:17][C:18]([F:26])([F:25])[C:19]2[CH:24]=[CH:23][CH:22]=[CH:21][N:20]=2)C(OC(C)(C)C)=O)=[CH:7][CH:8]=1)#[N:2].[Cl:31][C:32]1[CH:33]=[C:34]([CH:37]=[CH:38][CH:39]=1)[CH2:35][NH2:36], predict the reaction product. The product is: [C:1]([C:3]1[C:4]([CH2:27][C:28]([NH:36][CH2:35][C:34]2[CH:37]=[CH:38][CH:39]=[C:32]([Cl:31])[CH:33]=2)=[O:30])=[N:5][C:6]([NH:9][CH2:17][C:18]([F:25])([F:26])[C:19]2[CH:24]=[CH:23][CH:22]=[CH:21][N:20]=2)=[CH:7][CH:8]=1)#[N:2]. (10) The product is: [Cl:5][C:6]1[CH:22]=[CH:21][C:9]([O:10][C:11]2[CH:17]=[CH:16][C:14]([NH:15][NH2:1])=[CH:13][C:12]=2[N+:18]([O-:20])=[O:19])=[CH:8][CH:7]=1. Given the reactants [N:1]([O-])=O.[Na+].[Cl:5][C:6]1[CH:22]=[CH:21][C:9]([O:10][C:11]2[CH:17]=[CH:16][C:14]([NH2:15])=[CH:13][C:12]=2[N+:18]([O-:20])=[O:19])=[CH:8][CH:7]=1.C(O)C.O.O.[Sn](Cl)Cl, predict the reaction product.